Predict which catalyst facilitates the given reaction. From a dataset of Catalyst prediction with 721,799 reactions and 888 catalyst types from USPTO. (1) Reactant: [CH2:1]([O:5][C:6]([N:8]([S:35]([C:38]1[CH:43]=[CH:42][C:41]([CH3:44])=[CH:40][CH:39]=1)(=[O:37])=[O:36])[CH2:9][CH2:10][N:11]([S:25]([C:28]1[CH:33]=[CH:32][C:31]([CH3:34])=[CH:30][CH:29]=1)(=[O:27])=[O:26])[CH2:12][CH2:13][NH:14][S:15]([C:18]1[CH:23]=[CH:22][C:21]([CH3:24])=[CH:20][CH:19]=1)(=[O:17])=[O:16])=[O:7])[CH2:2][CH2:3][CH3:4].Br[CH2:46][CH2:47][CH2:48][CH2:49][CH2:50][CH2:51][CH2:52][CH2:53][CH2:54][OH:55].C([O-])([O-])=O.[Cs+].[Cs+]. Product: [CH2:1]([O:5][C:6]([N:8]([S:35]([C:38]1[CH:43]=[CH:42][C:41]([CH3:44])=[CH:40][CH:39]=1)(=[O:37])=[O:36])[CH2:9][CH2:10][N:11]([S:25]([C:28]1[CH:33]=[CH:32][C:31]([CH3:34])=[CH:30][CH:29]=1)(=[O:26])=[O:27])[CH2:12][CH2:13][N:14]([S:15]([C:18]1[CH:19]=[CH:20][C:21]([CH3:24])=[CH:22][CH:23]=1)(=[O:16])=[O:17])[CH2:46][CH2:47][CH2:48][CH2:49][CH2:50][CH2:51][CH2:52][CH2:53][CH2:54][OH:55])=[O:7])[CH2:2][CH2:3][CH3:4]. The catalyst class is: 3. (2) Reactant: [F:1][CH:2]([F:40])[O:3][C:4]1[CH:9]=[CH:8][CH:7]=[CH:6][C:5]=1[CH2:10][C:11]1[N:15]2[CH:16]=[C:17]([C:21]3[CH:22]=[N:23][C:24]([C:27]4([OH:38])[CH2:30][N:29]([C:31]([O:33]C(C)(C)C)=[O:32])[CH2:28]4)=[N:25][CH:26]=3)[C:18]([F:20])=[CH:19][C:14]2=[N:13][C:12]=1[CH3:39].Cl. Product: [CH:31]([OH:33])=[O:32].[F:40][CH:2]([F:1])[O:3][C:4]1[CH:9]=[CH:8][CH:7]=[CH:6][C:5]=1[CH2:10][C:11]1[N:15]2[CH:16]=[C:17]([C:21]3[CH:22]=[N:23][C:24]([C:27]4([OH:38])[CH2:30][NH:29][CH2:28]4)=[N:25][CH:26]=3)[C:18]([F:20])=[CH:19][C:14]2=[N:13][C:12]=1[CH3:39]. The catalyst class is: 12.